This data is from Reaction yield outcomes from USPTO patents with 853,638 reactions. The task is: Predict the reaction yield, written as a fraction of the theoretical maximum amount of product (1.0 means a 100% yield; for example, 0.34 means a 34% yield). (1) The reactants are [OH:1][C:2]1[CH:7]=[C:6]([N+:8]([O-:10])=[O:9])[CH:5]=[CH:4][C:3]=1[C:11]1[S:12][C:13]2[CH:19]=[CH:18][CH:17]=[CH:16][C:14]=2[N:15]=1.C1(P(C2C=CC=CC=2)C2C=CC=CC=2)C=CC=CC=1.[CH3:39][O:40][CH2:41][CH2:42][O:43][CH2:44][CH2:45][O:46][CH2:47][CH2:48]O.CC(OC(/N=N/C(OC(C)C)=O)=O)C. The catalyst is C1COCC1. The product is [CH3:39][O:40][CH2:41][CH2:42][O:43][CH2:44][CH2:45][O:46][CH2:47][CH2:48][O:1][C:2]1[CH:7]=[C:6]([N+:8]([O-:10])=[O:9])[CH:5]=[CH:4][C:3]=1[C:11]1[S:12][C:13]2[CH:19]=[CH:18][CH:17]=[CH:16][C:14]=2[N:15]=1. The yield is 0.760. (2) The reactants are [Cl:1][C:2]1[CH:7]=[CH:6][CH:5]=[C:4]([Cl:8])[C:3]=1[NH:9][C:10](=[O:27])[NH:11][C:12]1[CH:17]=[CH:16][C:15]([CH2:18][C:19]([O:21]C(C)(C)C)=[O:20])=[CH:14][C:13]=1[CH3:26].C(O)(C(F)(F)F)=O. The catalyst is C(Cl)Cl. The product is [Cl:1][C:2]1[CH:7]=[CH:6][CH:5]=[C:4]([Cl:8])[C:3]=1[NH:9][C:10](=[O:27])[NH:11][C:12]1[CH:17]=[CH:16][C:15]([CH2:18][C:19]([OH:21])=[O:20])=[CH:14][C:13]=1[CH3:26]. The yield is 0.950. (3) The product is [CH3:1][O:2][C:3]1[CH:4]=[CH:5][C:6]2[O:10][C:9]([CH:11]([NH:21][C:22]3[CH:23]=[CH:24][C:25]([C:26]([O:28][CH3:29])=[O:27])=[CH:30][CH:31]=3)[CH2:12][CH2:13][CH2:14][CH2:15][CH2:16][CH3:17])=[C:8]([CH3:19])[C:7]=2[CH:20]=1. The catalyst is O1CCCC1.[Ti](Cl)(Cl)(Cl)Cl.C(O)(=O)C.C(Cl)Cl.C(N(CC)CC)C. The yield is 0.660. The reactants are [CH3:1][O:2][C:3]1[CH:4]=[CH:5][C:6]2[O:10][C:9]([C:11](=O)[CH2:12][CH2:13][CH2:14][CH2:15][CH2:16][CH3:17])=[C:8]([CH3:19])[C:7]=2[CH:20]=1.[NH2:21][C:22]1[CH:31]=[CH:30][C:25]([C:26]([O:28][CH3:29])=[O:27])=[CH:24][CH:23]=1.C(=O)([O-])O.[Na+].C([BH3-])#N.[Na+]. (4) The reactants are [N:1]1[C:8](Cl)=[N:7][C:5](Cl)=[N:4][C:2]=1Cl.[NH2:10][C:11]1[CH:46]=[CH:45][C:14]([O:15][CH2:16][C:17]([CH2:36][O:37][C:38]2[CH:43]=[CH:42][C:41]([NH2:44])=[CH:40][CH:39]=2)([CH2:27][O:28][C:29]2[CH:34]=[CH:33][C:32]([NH2:35])=[CH:31][CH:30]=2)[CH2:18][O:19][C:20]2[CH:25]=[CH:24][C:23]([NH2:26])=[CH:22][CH:21]=2)=[CH:13][CH:12]=1.[CH2:47]([NH2:55])[CH2:48][CH2:49][CH2:50][CH2:51][CH2:52][CH2:53][CH3:54].O. The catalyst is O1CCCC1. The product is [CH2:47]([NH:55][C:2]1[N:4]=[C:5]([NH:55][CH2:47][CH2:48][CH2:49][CH2:50][CH2:51][CH2:52][CH2:53][CH3:54])[N:7]=[C:8]([NH:44][C:41]2[CH:40]=[CH:39][C:38]([O:37][CH2:36][C:17]([CH2:18][O:19][C:20]3[CH:21]=[CH:22][C:23]([NH:26][C:2]4[N:4]=[C:5]([NH:55][CH2:47][CH2:48][CH2:49][CH2:50][CH2:51][CH2:52][CH2:53][CH3:54])[N:7]=[C:8]([NH:55][CH2:47][CH2:48][CH2:49][CH2:50][CH2:51][CH2:52][CH2:53][CH3:54])[N:1]=4)=[CH:24][CH:25]=3)([CH2:27][O:28][C:29]3[CH:34]=[CH:33][C:32]([NH:35][C:2]4[N:4]=[C:5]([NH:55][CH2:47][CH2:48][CH2:49][CH2:50][CH2:51][CH2:52][CH2:53][CH3:54])[N:7]=[C:8]([NH:55][CH2:47][CH2:48][CH2:49][CH2:50][CH2:51][CH2:52][CH2:53][CH3:54])[N:1]=4)=[CH:31][CH:30]=3)[CH2:16][O:15][C:14]3[CH:13]=[CH:12][C:11]([NH:10][C:2]4[N:4]=[C:5]([NH:55][CH2:47][CH2:48][CH2:49][CH2:50][CH2:51][CH2:52][CH2:53][CH3:54])[N:7]=[C:8]([NH:55][CH2:47][CH2:48][CH2:49][CH2:50][CH2:51][CH2:52][CH2:53][CH3:54])[N:1]=4)=[CH:46][CH:45]=3)=[CH:43][CH:42]=2)[N:1]=1)[CH2:48][CH2:49][CH2:50][CH2:51][CH2:52][CH2:53][CH3:54]. The yield is 0.700. (5) The reactants are C[O:2][C:3](=[O:24])/[C:4](/[C:11]1[CH:16]=[CH:15][C:14]([N:17]2[C:21]([CH3:22])=[N:20][N:19]=[N:18]2)=[C:13]([F:23])[CH:12]=1)=[CH:5]/[CH:6]1[CH2:10][CH2:9][CH2:8][CH2:7]1.[OH-].[Na+]. The catalyst is C(O)C. The product is [CH:6]1(/[CH:5]=[C:4](\[C:11]2[CH:16]=[CH:15][C:14]([N:17]3[C:21]([CH3:22])=[N:20][N:19]=[N:18]3)=[C:13]([F:23])[CH:12]=2)/[C:3]([OH:24])=[O:2])[CH2:10][CH2:9][CH2:8][CH2:7]1. The yield is 1.00. (6) The reactants are C([NH:8][S:9]([C:12]1([C:15]#[CH:16])[CH2:14][CH2:13]1)(=[O:11])=[O:10])(OC(C)(C)C)=O.C(O)(C(F)(F)F)=O. The catalyst is C(Cl)Cl. The product is [C:15]([C:12]1([S:9]([NH2:8])(=[O:11])=[O:10])[CH2:14][CH2:13]1)#[CH:16]. The yield is 0.700.